From a dataset of HIV replication inhibition screening data with 41,000+ compounds from the AIDS Antiviral Screen. Binary Classification. Given a drug SMILES string, predict its activity (active/inactive) in a high-throughput screening assay against a specified biological target. (1) The compound is CN(CCO)CC(O)Cn1cnc2c1c(=O)n(C)c(=O)n2C.O=C(O)c1cccnc1. The result is 0 (inactive). (2) The molecule is CN=c1ssc(=NC(=S)N(C)C)n1C1CCCCC1. The result is 0 (inactive). (3) The drug is CC(C)=CCCC(C)=CCCC(C(=O)COCc1ccccc1)P1(=O)OC(C)(C)CN1C(C)(C)C. The result is 0 (inactive). (4) The compound is COc1ccc(C(=NNC(=N)N)C(c2ccc(OC)cc2)C2OC(=O)c3ccccc32)cc1. The result is 0 (inactive). (5) The drug is CC1=NC(=Cc2ccccc2C)C(=O)O1. The result is 0 (inactive). (6) The compound is COc1ccc(C=CC(=O)Oc2cc(O)cc(O)c2)cc1. The result is 0 (inactive).